From a dataset of Peptide-MHC class II binding affinity with 134,281 pairs from IEDB. Regression. Given a peptide amino acid sequence and an MHC pseudo amino acid sequence, predict their binding affinity value. This is MHC class II binding data. (1) The peptide sequence is EKKYFMATQFEPLAA. The MHC is DRB1_0101 with pseudo-sequence DRB1_0101. The binding affinity (normalized) is 0.773. (2) The peptide sequence is AFKVWATAANAAPAN. The MHC is DRB1_0701 with pseudo-sequence DRB1_0701. The binding affinity (normalized) is 0.666. (3) The peptide sequence is AGSLQGQWRGAAGTA. The binding affinity (normalized) is 0.156. The MHC is DRB1_0404 with pseudo-sequence DRB1_0404. (4) The peptide sequence is HFKVAATAANAAPAN. The MHC is DRB1_1001 with pseudo-sequence DRB1_1001. The binding affinity (normalized) is 0.716. (5) The peptide sequence is NFGKRELKCGDGIFI. The MHC is DRB1_1101 with pseudo-sequence DRB1_1101. The binding affinity (normalized) is 0.250.